From a dataset of Full USPTO retrosynthesis dataset with 1.9M reactions from patents (1976-2016). Predict the reactants needed to synthesize the given product. (1) Given the product [CH3:12][O:11][C:10]1[N:5]2[N:4]=[C:3]([CH:1]=[N:28][OH:29])[CH:21]=[C:6]2[C:7]([C:13]2[CH:14]([CH3:20])[CH2:15][C:16](=[O:19])[NH:17][N:18]=2)=[CH:8][CH:9]=1, predict the reactants needed to synthesize it. The reactants are: [CH:1]([C:3]1[CH:21]=[C:6]2[C:7]([C:13]3[CH:14]([CH3:20])[CH2:15][C:16](=[O:19])[NH:17][N:18]=3)=[CH:8][CH:9]=[C:10]([O:11][CH3:12])[N:5]2[N:4]=1)=O.C([O-])(=O)C.[Na+].Cl.[NH2:28][OH:29]. (2) The reactants are: CN(C)C[CH2:4][CH:5]([C:7]1[CH:12]=[CH:11][CH:10]=[CH:9][CH:8]=1)O.[NH:14]1[CH:18]=[C:17]([NH:19][C:20]([C:22]2[C:30]3[C:25](=[CH:26][CH:27]=[CH:28][CH:29]=3)[N:24](C(C3C=CC=CC=3)(C3C=CC=CC=3)C3C=CC=CC=3)[N:23]=2)=[O:21])[CH:16]=[N:15]1.N1C=C(NC(C2C3C(=CC(C4C=CN(C5CCCCO5)N=4)=CC=3)N(COCC[Si](C)(C)C)N=2)=O)C=N1. Given the product [C:7]1([CH:5]([N:15]2[CH:16]=[C:17]([NH:19][C:20]([C:22]3[C:30]4[C:25](=[CH:26][CH:27]=[CH:28][CH:29]=4)[NH:24][N:23]=3)=[O:21])[CH:18]=[N:14]2)[CH3:4])[CH:12]=[CH:11][CH:10]=[CH:9][CH:8]=1, predict the reactants needed to synthesize it. (3) Given the product [C:1]([OH:8])(=[O:7])/[CH:2]=[CH:3]/[C:4]([OH:6])=[O:5].[CH3:9][C@@H:11]1[CH2:16][NH:15][CH2:14][CH2:13][N:12]1[C:17]([O:19][CH2:20][C:21]1[CH:26]=[CH:25][C:24]([O:27][CH:28]([F:30])[F:29])=[CH:23][CH:22]=1)=[O:18], predict the reactants needed to synthesize it. The reactants are: [C:1]([OH:8])(=[O:7])/[CH:2]=[CH:3]/[C:4]([OH:6])=[O:5].[CH2:9]([C@@H:11]1[CH2:16][NH:15][CH2:14][CH2:13][N:12]1[C:17]([O:19][CH2:20][C:21]1[CH:26]=[CH:25][C:24]([O:27][CH:28]([F:30])[F:29])=[CH:23][CH:22]=1)=[O:18])C.FC(F)OC1C=CC(CO)=CC=1. (4) Given the product [F:1][C:2]1[CH:3]=[C:4]([C:8]2[NH:38][C:37]3[N:36]([N:35]=[CH:34][C:33]=3[C:28]3[CH:29]=[CH:30][CH:31]=[CH:32][N:27]=3)[C:10](=[O:12])[CH:9]=2)[CH:5]=[CH:6][CH:7]=1, predict the reactants needed to synthesize it. The reactants are: [F:1][C:2]1[CH:3]=[C:4]([C:8](=O)[CH2:9][C:10]([O:12]CC)=O)[CH:5]=[CH:6][CH:7]=1.CC1C=CC(S(O)(=O)=O)=CC=1.[N:27]1[CH:32]=[CH:31][CH:30]=[CH:29][C:28]=1[C:33]1[CH:34]=[N:35][NH:36][C:37]=1[NH2:38]. (5) Given the product [F:17][C:18]1[CH:27]=[CH:26][CH:25]=[C:24]2[C:19]=1[CH2:20][CH2:21][CH2:22][N:23]2[C:2]1[C:3](=[O:16])[NH:4][C:5]2[C:10]([N:11]=1)=[CH:9][C:8]([C:12]([O:14][CH3:15])=[O:13])=[CH:7][CH:6]=2, predict the reactants needed to synthesize it. The reactants are: Cl[C:2]1[C:3](=[O:16])[NH:4][C:5]2[C:10]([N:11]=1)=[CH:9][C:8]([C:12]([O:14][CH3:15])=[O:13])=[CH:7][CH:6]=2.[F:17][C:18]1[CH:27]=[CH:26][CH:25]=[C:24]2[C:19]=1[CH2:20][CH2:21][CH2:22][NH:23]2. (6) Given the product [C:38]([S:1][CH2:2][CH2:3][CH2:4][CH2:5][CH2:6][CH2:7][CH2:8][CH2:9][CH2:10][CH2:11][CH2:12][O:13][CH2:14][CH2:15][O:16][CH2:17][CH2:18][O:19][CH2:20][CH2:21][O:22][CH2:23][CH2:24][O:25][CH2:26][CH2:27][O:28][CH2:29][CH2:30][OH:31])([C:32]1[CH:37]=[CH:36][CH:35]=[CH:34][CH:33]=1)([C:45]1[CH:46]=[CH:47][CH:48]=[CH:49][CH:50]=1)[C:39]1[CH:40]=[CH:41][CH:42]=[CH:43][CH:44]=1, predict the reactants needed to synthesize it. The reactants are: [SH:1][CH2:2][CH2:3][CH2:4][CH2:5][CH2:6][CH2:7][CH2:8][CH2:9][CH2:10][CH2:11][CH2:12][O:13][CH2:14][CH2:15][O:16][CH2:17][CH2:18][O:19][CH2:20][CH2:21][O:22][CH2:23][CH2:24][O:25][CH2:26][CH2:27][O:28][CH2:29][CH2:30][OH:31].[C:32]1([C:38](Cl)([C:45]2[CH:50]=[CH:49][CH:48]=[CH:47][CH:46]=2)[C:39]2[CH:44]=[CH:43][CH:42]=[CH:41][CH:40]=2)[CH:37]=[CH:36][CH:35]=[CH:34][CH:33]=1. (7) The reactants are: Br[C:2]1[N:7]=[CH:6][C:5]([C@@H:8]2[CH2:10][C@H:9]2[NH:11][C:12](=[O:18])[O:13][C:14]([CH3:17])([CH3:16])[CH3:15])=[CH:4][CH:3]=1.[Cl:19][C:20]1[CH:21]=[C:22]([CH:24]=[CH:25][CH:26]=1)[NH2:23].CC(C)([O-])C.[Na+]. Given the product [Cl:19][C:20]1[CH:21]=[C:22]([NH:23][C:2]2[N:7]=[CH:6][C:5]([C@@H:8]3[CH2:10][C@H:9]3[NH:11][C:12](=[O:18])[O:13][C:14]([CH3:17])([CH3:16])[CH3:15])=[CH:4][CH:3]=2)[CH:24]=[CH:25][CH:26]=1, predict the reactants needed to synthesize it.